Predict the reaction yield, written as a fraction of the theoretical maximum amount of product (1.0 means a 100% yield; for example, 0.34 means a 34% yield). From a dataset of Reaction yield outcomes from USPTO patents with 853,638 reactions. (1) The reactants are [CH3:1][N:2]([CH2:10][C:11]1[CH:16]=[CH:15][C:14]([NH:17][S:18]([CH3:21])(=[O:20])=[O:19])=[CH:13][CH:12]=1)[CH2:3][C:4]([O:6][CH2:7][CH:8]=[CH2:9])=[O:5].[C:22](O[C:22]([O:24][C:25]([CH3:28])([CH3:27])[CH3:26])=[O:23])([O:24][C:25]([CH3:28])([CH3:27])[CH3:26])=[O:23]. The catalyst is CN(C1C=CN=CC=1)C.C(Cl)Cl. The product is [C:25]([O:24][C:22]([N:17]([C:14]1[CH:13]=[CH:12][C:11]([CH2:10][N:2]([CH3:1])[CH2:3][C:4]([O:6][CH2:7][CH:8]=[CH2:9])=[O:5])=[CH:16][CH:15]=1)[S:18]([CH3:21])(=[O:19])=[O:20])=[O:23])([CH3:28])([CH3:27])[CH3:26]. The yield is 0.810. (2) The reactants are [O:1]=[C:2]1[NH:7][CH2:6][CH2:5][N:4]([C:8]([O:10][C:11]([CH3:14])([CH3:13])[CH3:12])=[O:9])[CH2:3]1.Br[C:16]1[CH:17]=[CH:18][C:19]([N+:22]([O-:24])=[O:23])=[N:20][CH:21]=1.CC1(C)C2C(=C(P(C3C=CC=CC=3)C3C=CC=CC=3)C=CC=2)OC2C(P(C3C=CC=CC=3)C3C=CC=CC=3)=CC=CC1=2.C([O-])([O-])=O.[Cs+].[Cs+]. The catalyst is O1CCOCC1.C(O[Pd]OC(=O)C)(=O)C. The product is [N+:22]([C:19]1[N:20]=[CH:21][C:16]([N:7]2[CH2:6][CH2:5][N:4]([C:8]([O:10][C:11]([CH3:14])([CH3:13])[CH3:12])=[O:9])[CH2:3][C:2]2=[O:1])=[CH:17][CH:18]=1)([O-:24])=[O:23]. The yield is 0.540. (3) The reactants are [C:1]([O:9][C@H:10]([CH2:15][C:16]1[CH:21]=[C:20]([Cl:22])[C:19]([NH2:23])=[C:18]([CH3:24])[C:17]=1[CH2:25][O:26][C:27](=[O:29])[CH3:28])[C:11]([O:13][CH3:14])=[O:12])(=[O:8])[C:2]1[CH:7]=[CH:6][CH:5]=[CH:4][CH:3]=1.C1(C)C=CC=CC=1.C(O)(=O)C.[N:41](OCCC(C)C)=O.C([O-])(=O)C.[K+]. No catalyst specified. The product is [C:1]([O:9][C@H:10]([CH2:15][C:16]1[C:17]([CH2:25][O:26][C:27](=[O:29])[CH3:28])=[C:18]2[C:19](=[C:20]([Cl:22])[CH:21]=1)[NH:23][N:41]=[CH:24]2)[C:11]([O:13][CH3:14])=[O:12])(=[O:8])[C:2]1[CH:7]=[CH:6][CH:5]=[CH:4][CH:3]=1. The yield is 0.880. (4) The reactants are [NH2:1][C:2]1[C:3]([C:9]#[N:10])=[N:4][C:5]([Br:8])=[CH:6][N:7]=1.Cl.[NH2:12][OH:13].C(N(CC)CC)C. The catalyst is CO. The product is [NH2:1][C:2]1[C:3](/[C:9](=[N:12]\[OH:13])/[NH2:10])=[N:4][C:5]([Br:8])=[CH:6][N:7]=1. The yield is 0.980. (5) The reactants are Cl[CH2:2][C:3]([NH:5][CH2:6][C:7](=[O:18])[C:8]1[CH:13]=[C:12]([O:14][CH3:15])[CH:11]=[CH:10][C:9]=1[O:16][CH3:17])=[O:4].[N-:19]=[N+:20]=[N-:21].[Na+].[I-].[K+]. The catalyst is CC(C)=O. The product is [N:19]([CH2:2][C:3]([NH:5][CH2:6][C:7](=[O:18])[C:8]1[CH:13]=[C:12]([O:14][CH3:15])[CH:11]=[CH:10][C:9]=1[O:16][CH3:17])=[O:4])=[N+:20]=[N-:21]. The yield is 0.910.